Dataset: Forward reaction prediction with 1.9M reactions from USPTO patents (1976-2016). Task: Predict the product of the given reaction. (1) Given the reactants [CH2:1]([NH:3][C:4]([C:6]1[CH:11]=[CH:10][C:9]([NH:12][C:13]2[N:18]=[C:17]([N:19]3[CH2:25][C@H:24]4[N:26](C(OC(C)(C)C)=O)[C@H:21]([CH2:22][CH2:23]4)[CH2:20]3)[C:16]([F:34])=[CH:15][N:14]=2)=[CH:8][C:7]=1[CH3:35])=[O:5])[CH3:2].CO.[ClH:38], predict the reaction product. The product is: [ClH:38].[C@@H:24]12[NH:26][C@@H:21]([CH2:22][CH2:23]1)[CH2:20][N:19]([C:17]1[C:16]([F:34])=[CH:15][N:14]=[C:13]([NH:12][C:9]3[CH:10]=[CH:11][C:6]([C:4]([NH:3][CH2:1][CH3:2])=[O:5])=[C:7]([CH3:35])[CH:8]=3)[N:18]=1)[CH2:25]2. (2) Given the reactants FC[CH2:3][N:4]1[CH:8]=[C:7]([CH2:9][N:10]2[C:20]3[C:15](=[CH:16][C:17]([S:21]([N:24]4[CH2:28][CH2:27][CH2:26][C@H:25]4[CH2:29][O:30][C:31]4[CH:36]=[CH:35][C:34]([F:37])=[CH:33][C:32]=4[F:38])(=[O:23])=[O:22])=[CH:18][CH:19]=3)[C:13](=[O:14])[C:11]2=[O:12])[N:6]=[N:5]1.[F:39][CH2:40][CH2:41]CN=[N+]=[N-], predict the reaction product. The product is: [F:39][CH2:40][CH2:41][CH2:3][N:4]1[CH:8]=[C:7]([CH2:9][N:10]2[C:20]3[C:15](=[CH:16][C:17]([S:21]([N:24]4[CH2:28][CH2:27][CH2:26][C@H:25]4[CH2:29][O:30][C:31]4[CH:36]=[CH:35][C:34]([F:37])=[CH:33][C:32]=4[F:38])(=[O:22])=[O:23])=[CH:18][CH:19]=3)[C:13](=[O:14])[C:11]2=[O:12])[N:6]=[N:5]1. (3) Given the reactants [C:1]1([CH2:7][N:8]([CH2:22][C:23]2[CH:28]=[CH:27][CH:26]=[CH:25][CH:24]=2)[CH2:9][C@@H:10]([C:12]2[CH:13]=[CH:14][C:15]([OH:21])=[C:16]([NH:18][CH:19]=[O:20])[CH:17]=2)[OH:11])[CH:6]=[CH:5][CH:4]=[CH:3][CH:2]=1.[H-].[Na+].[CH3:31][Si:32]([CH3:39])([CH3:38])[CH2:33][CH2:34][O:35][CH2:36]Cl.P([O-])([O-])([O-])=O, predict the reaction product. The product is: [C:1]1([CH2:7][N:8]([CH2:22][C:23]2[CH:28]=[CH:27][CH:26]=[CH:25][CH:24]=2)[CH2:9][C@@H:10]([C:12]2[CH:13]=[CH:14][C:15]([O:21][CH2:36][O:35][CH2:34][CH2:33][Si:32]([CH3:39])([CH3:38])[CH3:31])=[C:16]([NH:18][CH:19]=[O:20])[CH:17]=2)[OH:11])[CH:2]=[CH:3][CH:4]=[CH:5][CH:6]=1. (4) Given the reactants [C:1]([C:3]1[C:12]2[C:7](=[CH:8][CH:9]=[C:10]([O:13][C:14]3[CH:19]=[CH:18][CH:17]=[CH:16][CH:15]=3)[CH:11]=2)[C:6]([OH:20])=[C:5]([C:21]([NH:23][CH2:24][CH2:25][C@H:26]([OH:30])[C:27]([OH:29])=[O:28])=[O:22])[N:4]=1)#[N:2].[CH3:31]O, predict the reaction product. The product is: [C:1]([C:3]1[C:12]2[C:7](=[CH:8][CH:9]=[C:10]([O:13][C:14]3[CH:15]=[CH:16][CH:17]=[CH:18][CH:19]=3)[CH:11]=2)[C:6]([OH:20])=[C:5]([C:21]([NH:23][CH2:24][CH2:25][C@H:26]([OH:30])[C:27]([O:29][CH3:31])=[O:28])=[O:22])[N:4]=1)#[N:2]. (5) Given the reactants [Si:1]([O:18][CH2:19][C:20]1[C:25]([N:26]2[CH2:31][C@H:30]([CH3:32])[O:29][C@H:28]([CH3:33])[CH2:27]2)=[C:24]([Cl:34])[C:23]([F:35])=[CH:22][CH:21]=1)([C:14]([CH3:17])([CH3:16])[CH3:15])([C:8]1[CH:13]=[CH:12][CH:11]=[CH:10][CH:9]=1)[C:2]1[CH:7]=[CH:6][CH:5]=[CH:4][CH:3]=1.[N:36]1[CH:41]=[CH:40][CH:39]=[C:38]([CH:42]=[O:43])[CH:37]=1.[Li+].CC([N-]C(C)C)C, predict the reaction product. The product is: [Si:1]([O:18][CH2:19][C:20]1[C:25]([N:26]2[CH2:31][C@H:30]([CH3:32])[O:29][C@H:28]([CH3:33])[CH2:27]2)=[C:24]([Cl:34])[C:23]([F:35])=[C:22]([CH:42]([C:38]2[CH:37]=[N:36][CH:41]=[CH:40][CH:39]=2)[OH:43])[CH:21]=1)([C:14]([CH3:16])([CH3:17])[CH3:15])([C:2]1[CH:7]=[CH:6][CH:5]=[CH:4][CH:3]=1)[C:8]1[CH:13]=[CH:12][CH:11]=[CH:10][CH:9]=1. (6) Given the reactants CN(C(ON1N=NC2C=CC=NC1=2)=[N+](C)C)C.F[P-](F)(F)(F)(F)F.[Cl:25][C:26]1[CH:31]=[CH:30][C:29]([N:32]2[CH2:37][CH2:36][NH:35][CH2:34][CH2:33]2)=[CH:28][CH:27]=1.[Cl:38][C:39]1[C:40]([C:49]([F:52])([F:51])[F:50])=[N:41][N:42]([CH2:45][C:46](O)=[O:47])[C:43]=1[CH3:44], predict the reaction product. The product is: [Cl:38][C:39]1[C:40]([C:49]([F:51])([F:50])[F:52])=[N:41][N:42]([CH2:45][C:46]([N:35]2[CH2:36][CH2:37][N:32]([C:29]3[CH:28]=[CH:27][C:26]([Cl:25])=[CH:31][CH:30]=3)[CH2:33][CH2:34]2)=[O:47])[C:43]=1[CH3:44].